Predict the product of the given reaction. From a dataset of Forward reaction prediction with 1.9M reactions from USPTO patents (1976-2016). (1) Given the reactants C([O:4][CH:5]([C@@H:12]([NH:18][C:19]([O:21][CH2:22][CH:23]1[C:35]2[CH:34]=[CH:33][CH:32]=[CH:31][C:30]=2[C:29]2[C:24]1=[CH:25][CH:26]=[CH:27][CH:28]=2)=[O:20])[CH2:13][CH:14]1[CH2:17][CH2:16][CH2:15]1)[C:6]([NH:8][CH:9]1[CH2:11][CH2:10]1)=[O:7])(=O)C.OS(O)(=O)=O.O, predict the reaction product. The product is: [CH:14]1([CH2:13][C@H:12]([NH:18][C:19](=[O:20])[O:21][CH2:22][CH:23]2[C:35]3[CH:34]=[CH:33][CH:32]=[CH:31][C:30]=3[C:29]3[C:24]2=[CH:25][CH:26]=[CH:27][CH:28]=3)[CH:5]([OH:4])[C:6]([NH:8][CH:9]2[CH2:10][CH2:11]2)=[O:7])[CH2:17][CH2:16][CH2:15]1. (2) Given the reactants [NH2:1][C:2]1[CH:7]=[CH:6][C:5]([C:8]([N:10]2[CH2:15][CH2:14][N:13]([CH2:16][C:17]3[CH:22]=[CH:21][C:20]([C:23]([OH:32])([C:28]([F:31])([F:30])[F:29])[C:24]([F:27])([F:26])[F:25])=[CH:19][CH:18]=3)[CH2:12][CH2:11]2)=[O:9])=[CH:4][C:3]=1[F:33].[N:34]([C:37]1[CH:42]=[CH:41][CH:40]=[CH:39][CH:38]=1)=[C:35]=[O:36], predict the reaction product. The product is: [F:33][C:3]1[CH:4]=[C:5]([C:8]([N:10]2[CH2:11][CH2:12][N:13]([CH2:16][C:17]3[CH:22]=[CH:21][C:20]([C:23]([OH:32])([C:24]([F:25])([F:26])[F:27])[C:28]([F:30])([F:31])[F:29])=[CH:19][CH:18]=3)[CH2:14][CH2:15]2)=[O:9])[CH:6]=[CH:7][C:2]=1[NH:1][C:35]([NH:34][C:37]1[CH:42]=[CH:41][CH:40]=[CH:39][CH:38]=1)=[O:36]. (3) Given the reactants [Br:1][C:2]1[CH:3]=[C:4]([NH:10][C:11]2[CH:16]=[CH:15][C:14]([N:17]3[CH2:22][CH2:21][N:20]([CH3:23])[CH2:19][C@H:18]3[CH3:24])=[CH:13][N:12]=2)[C:5](=[O:9])[N:6]([CH3:8])[CH:7]=1.[O:25]1[CH2:28]C(=O)[CH2:26]1.[BH3-]C#N.[Na+].O, predict the reaction product. The product is: [Br:1][C:2]1[CH:3]=[C:4]([NH:10][C:11]2[CH:16]=[CH:15][C:14]([N:17]3[CH2:22][CH2:21][N:20]([CH:23]4[CH2:28][O:25][CH2:26]4)[CH2:19][C@H:18]3[CH3:24])=[CH:13][N:12]=2)[C:5](=[O:9])[N:6]([CH3:8])[CH:7]=1. (4) Given the reactants C(N(CC)CC)C.Cl.[C:9]1([CH3:17])[CH:14]=[CH:13][C:12]([NH:15][NH2:16])=[CH:11][CH:10]=1.Br[CH2:19][CH2:20][C:21]1[CH:22]=[CH:23][C:24]([CH3:27])=[N:25][CH:26]=1, predict the reaction product. The product is: [CH3:27][C:24]1[N:25]=[CH:26][C:21]([CH2:20][CH2:19][N:15]([C:12]2[CH:13]=[CH:14][C:9]([CH3:17])=[CH:10][CH:11]=2)[NH2:16])=[CH:22][CH:23]=1. (5) Given the reactants O[CH2:2][CH2:3][N:4]([CH:35]1[CH2:40][CH2:39][O:38][CH2:37][CH2:36]1)[C:5]([C:7]1[C:12]([O:13][CH2:14][C:15]2[CH:20]=[CH:19][CH:18]=[CH:17][CH:16]=2)=[C:11]([OH:21])[N:10]=[C:9]([CH2:22][C:23]2([C:28]3[CH:33]=[CH:32][C:31]([Cl:34])=[CH:30][CH:29]=3)[CH2:27][CH2:26][CH2:25][CH2:24]2)[N:8]=1)=[O:6].C1(P(C2C=CC=CC=2)C2C=CC=CC=2)C=CC=CC=1.N(C(OC(C)C)=O)=NC(OC(C)C)=O.C(OCC)(=O)C, predict the reaction product. The product is: [CH2:14]([O:13][C:12]1[C:11](=[O:21])[N:10]=[C:9]([CH2:22][C:23]2([C:28]3[CH:33]=[CH:32][C:31]([Cl:34])=[CH:30][CH:29]=3)[CH2:27][CH2:26][CH2:25][CH2:24]2)[N:8]2[CH2:2][CH2:3][N:4]([CH:35]3[CH2:40][CH2:39][O:38][CH2:37][CH2:36]3)[C:5](=[O:6])[C:7]=12)[C:15]1[CH:20]=[CH:19][CH:18]=[CH:17][CH:16]=1. (6) The product is: [CH3:1][C:2]1[C:6]([C:7]2[CH:12]=[CH:11][N:10]=[C:9]([S:18]([CH3:22])(=[O:20])=[O:17])[N:8]=2)=[C:5]([CH3:15])[O:4][N:3]=1. Given the reactants [CH3:1][C:2]1[C:6]([C:7]2[CH:12]=[CH:11][N:10]=[C:9](SC)[N:8]=2)=[C:5]([CH3:15])[O:4][N:3]=1.O[O:17][S:18]([O-:20])=O.[K+].[C:22]([O-])(O)=O.[Na+], predict the reaction product.